Dataset: Full USPTO retrosynthesis dataset with 1.9M reactions from patents (1976-2016). Task: Predict the reactants needed to synthesize the given product. (1) Given the product [CH3:21][N:20]([CH3:22])[C:5]1[C:6]([C:7](=[O:8])[NH:9][CH2:10][CH2:11][CH2:12][N:13]2[CH2:17][CH2:16][CH2:15][C:14]2=[O:18])=[CH:19][C:2]([NH:1][C:50]([C:46]2[O:45][CH:49]=[CH:48][CH:47]=2)=[O:51])=[C:3]([N:23]2[CH2:24][CH2:25][N:26]([C:29]3[CH:34]=[CH:33][CH:32]=[CH:31][C:30]=3[CH3:35])[CH2:27][CH2:28]2)[CH:4]=1, predict the reactants needed to synthesize it. The reactants are: [NH2:1][C:2]1[C:3]([N:23]2[CH2:28][CH2:27][N:26]([C:29]3[CH:34]=[CH:33][CH:32]=[CH:31][C:30]=3[CH3:35])[CH2:25][CH2:24]2)=[CH:4][C:5]([N:20]([CH3:22])[CH3:21])=[C:6]([CH:19]=1)[C:7]([NH:9][CH2:10][CH2:11][CH2:12][N:13]1[CH2:17][CH2:16][CH2:15][C:14]1=[O:18])=[O:8].C(N(CC)C(C)C)(C)C.[O:45]1[CH:49]=[CH:48][CH:47]=[C:46]1[C:50](Cl)=[O:51]. (2) The reactants are: [CH2:1]([Li])CCC.[Br-].[OH:7][C:8]1[CH:13]=[CH:12][CH:11]=[CH:10][C:9]=1[P+](C1C=CC=CC=1)(C1C=CC=CC=1)C1C=CC=CC=1.[C:33]([CH2:35][CH2:36][CH2:37][CH2:38][CH:39]([CH:52]=O)[CH2:40][CH2:41][C:42]1[CH:51]=[CH:50][C:45]([C:46]([O:48][CH3:49])=[O:47])=[CH:44][CH:43]=1)#[N:34]. Given the product [C:33]([CH2:35][CH2:36][CH2:37][CH2:38][CH:39](/[CH:52]=[CH:1]/[C:9]1[CH:10]=[CH:11][CH:12]=[CH:13][C:8]=1[OH:7])[CH2:40][CH2:41][C:42]1[CH:51]=[CH:50][C:45]([C:46]([O:48][CH3:49])=[O:47])=[CH:44][CH:43]=1)#[N:34], predict the reactants needed to synthesize it. (3) Given the product [CH3:3][N:4]1[C:8]2[CH:9]=[CH:10][CH:11]=[CH:12][C:7]=2[N:6]=[C:5]1[CH2:13][OH:14], predict the reactants needed to synthesize it. The reactants are: [BH4-].[Na+].[CH3:3][N:4]1[C:8]2[CH:9]=[CH:10][CH:11]=[CH:12][C:7]=2[N:6]=[C:5]1[CH:13]=[O:14].O. (4) Given the product [CH3:12][O:11][C:10]1[C:2]([C:29]2[CH:34]=[CH:33][CH:32]=[CH:31][CH:30]=2)=[C:3]2[C:7](=[CH:8][CH:9]=1)[NH:6][C:5](=[O:13])/[C:4]/2=[CH:14]\[C:15]1[NH:16][CH:17]=[C:18]([C:21]([N:23]2[CH2:28][CH2:27][O:26][CH2:25][CH2:24]2)=[O:22])[C:19]=1[CH3:20], predict the reactants needed to synthesize it. The reactants are: Br[C:2]1[C:10]([O:11][CH3:12])=[CH:9][CH:8]=[C:7]2[C:3]=1/[C:4](=[CH:14]/[C:15]1[NH:16][CH:17]=[C:18]([C:21]([N:23]3[CH2:28][CH2:27][O:26][CH2:25][CH2:24]3)=[O:22])[C:19]=1[CH3:20])/[C:5](=[O:13])[NH:6]2.[C:29]1(B(O)O)[CH:34]=[CH:33][CH:32]=[CH:31][CH:30]=1.C(=O)([O-])[O-].[Na+].[Na+]. (5) Given the product [C:1]([O:5][C:6]([NH:8][CH2:9][C@@H:10]([CH2:14][C:15]1[CH:20]=[C:19]([Cl:21])[CH:18]=[CH:17][C:16]=1[O:22][CH3:23])[C:11]([O:13][CH3:24])=[O:12])=[O:7])([CH3:4])([CH3:3])[CH3:2], predict the reactants needed to synthesize it. The reactants are: [C:1]([O:5][C:6]([NH:8][CH2:9][C@@H:10]([CH2:14][C:15]1[CH:20]=[C:19]([Cl:21])[CH:18]=[CH:17][C:16]=1[O:22][CH3:23])[C:11]([OH:13])=[O:12])=[O:7])([CH3:4])([CH3:3])[CH3:2].[C:24](C1NC=CN=1)(C1NC=CN=1)=O.CO.C(N(CC)CC)C. (6) Given the product [NH2:6][C:5]1[N:15]([C:11]([CH3:14])([CH3:13])[CH3:12])[N:16]=[C:3]([C:2]([CH3:9])([CH3:8])[CH3:1])[CH:4]=1, predict the reactants needed to synthesize it. The reactants are: [CH3:1][C:2]([CH3:9])([CH3:8])[C:3](=O)[CH2:4][C:5]#[N:6].Cl.[C:11]([NH:15][NH2:16])([CH3:14])([CH3:13])[CH3:12].C(=O)([O-])[O-].[K+].[K+]. (7) The reactants are: [C:1]([C:5]1[CH:10]=[CH:9][C:8]([S:11](Cl)(=[O:13])=[O:12])=[CH:7][CH:6]=1)([CH3:4])([CH3:3])[CH3:2].[NH2:15][C:16]1[CH:21]=[CH:20][C:19]([Cl:22])=[CH:18][C:17]=1[C:23]([C:25]1[S:26][CH:27]=[CH:28][N:29]=1)=[O:24]. Given the product [C:1]([C:5]1[CH:10]=[CH:9][C:8]([S:11]([NH:15][C:16]2[CH:21]=[CH:20][C:19]([Cl:22])=[CH:18][C:17]=2[C:23]([C:25]2[S:26][CH:27]=[CH:28][N:29]=2)=[O:24])(=[O:13])=[O:12])=[CH:7][CH:6]=1)([CH3:4])([CH3:3])[CH3:2], predict the reactants needed to synthesize it. (8) Given the product [CH2:25]([O:27][C:28](=[O:44])[C:29]1[CH:34]=[C:33]([C:2]2[C:3]([N:19]3[CH2:24][CH2:23][O:22][CH2:21][CH2:20]3)=[N:4][C:5]([NH:8][C:9]3[CH:14]=[CH:13][C:12]([F:15])=[C:11]([N+:16]([O-:18])=[O:17])[CH:10]=3)=[N:6][CH:7]=2)[CH:32]=[N:31][CH:30]=1)[CH3:26], predict the reactants needed to synthesize it. The reactants are: Br[C:2]1[C:3]([N:19]2[CH2:24][CH2:23][O:22][CH2:21][CH2:20]2)=[N:4][C:5]([NH:8][C:9]2[CH:14]=[CH:13][C:12]([F:15])=[C:11]([N+:16]([O-:18])=[O:17])[CH:10]=2)=[N:6][CH:7]=1.[CH2:25]([O:27][C:28](=[O:44])[C:29]1[CH:34]=[CH:33][CH:32]=[N:31][C:30]=1B1OC(C)(C)C(C)(C)O1)[CH3:26].CC(C1C=C(C(C)C)C(C2C=CC=CC=2P(C2CCCCC2)C2CCCCC2)=C(C(C)C)C=1)C.C(=O)([O-])[O-].[Na+].[Na+]. (9) Given the product [O:19]1[C:20]2[C:12]([C:2]([CH3:1])([CH3:11])[CH2:3][C:4]([CH2:6][NH:37][C:36]3[N:35]=[C:34]([CH3:38])[N:33]=[C:32]4[N:28]([C:25]5[CH:26]=[CH:27][C:22]([F:21])=[CH:23][CH:24]=5)[N:29]=[CH:30][C:31]=34)([OH:5])[C:7]([F:10])([F:8])[F:9])=[CH:13][CH:14]=[CH:15][C:16]=2[CH2:17][CH2:18]1, predict the reactants needed to synthesize it. The reactants are: [CH3:1][C:2]([C:12]1[C:20]2[O:19][CH2:18][CH2:17][C:16]=2[CH:15]=[CH:14][CH:13]=1)([CH3:11])[CH2:3][C:4]1([C:7]([F:10])([F:9])[F:8])[CH2:6][O:5]1.[F:21][C:22]1[CH:27]=[CH:26][C:25]([N:28]2[C:32]3=[N:33][C:34]([CH3:38])=[N:35][C:36]([NH2:37])=[C:31]3[CH:30]=[N:29]2)=[CH:24][CH:23]=1.